This data is from Forward reaction prediction with 1.9M reactions from USPTO patents (1976-2016). The task is: Predict the product of the given reaction. (1) The product is: [N+:27]([C:24]1[CH:25]=[CH:26][C:21]([O:19][C:14]2[CH:15]=[C:16]3[C:11](=[CH:12][CH:13]=2)[O:10][CH:9]([C:3]2[CH:4]=[CH:5][CH:6]=[CH:7][CH:8]=2)[CH2:18][CH2:17]3)=[N:22][CH:23]=1)([O-:29])=[O:28]. Given the reactants [F-].[K+].[C:3]1([CH:9]2[CH2:18][CH2:17][C:16]3[C:11](=[CH:12][CH:13]=[C:14]([OH:19])[CH:15]=3)[O:10]2)[CH:8]=[CH:7][CH:6]=[CH:5][CH:4]=1.Cl[C:21]1[CH:26]=[CH:25][C:24]([N+:27]([O-:29])=[O:28])=[CH:23][N:22]=1.Cl, predict the reaction product. (2) Given the reactants P([O-])([O-])([O-])=O.[K+].[K+].[K+].C1(P(C2CCCCC2)C2C=CC=CC=2C2C=CC=CC=2)CCCCC1.Br[C:35]1[CH:44]=[CH:43][C:38]([C:39]([O:41][CH3:42])=[O:40])=[CH:37][CH:36]=1.[F:45][C:46]([F:61])([F:60])[C:47]1[CH:59]=[CH:58][CH:57]=[CH:56][C:48]=1[O:49][CH:50]1[CH2:55][CH2:54][NH:53][CH2:52][CH2:51]1, predict the reaction product. The product is: [F:61][C:46]([F:45])([F:60])[C:47]1[CH:59]=[CH:58][CH:57]=[CH:56][C:48]=1[O:49][CH:50]1[CH2:55][CH2:54][N:53]([C:35]2[CH:44]=[CH:43][C:38]([C:39]([O:41][CH3:42])=[O:40])=[CH:37][CH:36]=2)[CH2:52][CH2:51]1.